Dataset: Reaction yield outcomes from USPTO patents with 853,638 reactions. Task: Predict the reaction yield, written as a fraction of the theoretical maximum amount of product (1.0 means a 100% yield; for example, 0.34 means a 34% yield). (1) The reactants are [Cl:1][C:2]1[N:7]=[C:6]([NH2:8])[C:5]([O:9]C)=[CH:4][N:3]=1.B(Br)(Br)Br.CO. The catalyst is C(Cl)Cl. The product is [NH2:8][C:6]1[C:5]([OH:9])=[CH:4][N:3]=[C:2]([Cl:1])[N:7]=1. The yield is 0.540. (2) The reactants are Cl[C:2]1[CH:7]=[C:6]([O:8][C:9]2[CH:10]=[N:11][C:12]([N+:15]([O-:17])=[O:16])=[CH:13][CH:14]=2)[CH:5]=[CH:4][N:3]=1.[CH3:18][N:19]1[CH:23]=[C:22]([Sn](CCCC)(CCCC)CCCC)[N:21]=[CH:20]1.[F-].[K+].CCOC(C)=O. The catalyst is C1(C)C=CC=CC=1.C1C=CC([P]([Pd]([P](C2C=CC=CC=2)(C2C=CC=CC=2)C2C=CC=CC=2)([P](C2C=CC=CC=2)(C2C=CC=CC=2)C2C=CC=CC=2)[P](C2C=CC=CC=2)(C2C=CC=CC=2)C2C=CC=CC=2)(C2C=CC=CC=2)C2C=CC=CC=2)=CC=1. The product is [CH3:18][N:19]1[CH:23]=[C:22]([C:2]2[CH:7]=[C:6]([O:8][C:9]3[CH:10]=[N:11][C:12]([N+:15]([O-:17])=[O:16])=[CH:13][CH:14]=3)[CH:5]=[CH:4][N:3]=2)[N:21]=[CH:20]1. The yield is 0.910. (3) The reactants are [CH2:1]([C:8]1(Br)[CH2:20][CH2:19][C:18]2[C:17]3[C:12](=[CH:13][C:14]([Cl:22])=[C:15]([Cl:21])[CH:16]=3)[NH:11][C:10]=2[C:9]1=[O:23])[C:2]1[CH:7]=[CH:6][CH:5]=[CH:4][CH:3]=1.[Li+].[Br-]. The catalyst is CN(C=O)C.O. The product is [CH2:1]([C:8]1[CH:20]=[CH:19][C:18]2[C:17]3[C:12](=[CH:13][C:14]([Cl:22])=[C:15]([Cl:21])[CH:16]=3)[NH:11][C:10]=2[C:9]=1[OH:23])[C:2]1[CH:3]=[CH:4][CH:5]=[CH:6][CH:7]=1. The yield is 0.300. (4) The reactants are [Cl:1][C:2]1[C:3]([NH:8][S:9]([C:12]2[C:20]3[C:15](=[N:16][CH:17]=[CH:18][CH:19]=3)[S:14][CH:13]=2)(=[O:11])=[O:10])=[N:4][O:5][C:6]=1[CH3:7].CCN(C(C)C)C(C)C.[CH2:30](Cl)[O:31][CH2:32][CH2:33][O:34][CH3:35]. The catalyst is CCOC(C)=O. The product is [Cl:1][C:2]1[C:3]([N:8]([CH2:30][O:31][CH2:32][CH2:33][O:34][CH3:35])[S:9]([C:12]2[C:20]3[C:15](=[N:16][CH:17]=[CH:18][CH:19]=3)[S:14][CH:13]=2)(=[O:11])=[O:10])=[N:4][O:5][C:6]=1[CH3:7]. The yield is 0.590. (5) The reactants are CC(C)([O-])C.[Na+].Br[C:8]1[CH:9]=[C:10]([NH:15][C:16]2[CH:21]=[C:20]([N:22]([CH3:24])[CH3:23])[N:19]=[C:18]([N:25]3[CH2:30][C@H:29]([CH3:31])[O:28][C@H:27]([CH3:32])[CH2:26]3)[N:17]=2)[CH:11]=[CH:12][C:13]=1[CH3:14].[CH3:33][NH:34][CH2:35][C:36]1[CH:41]=[CH:40][CH:39]=[CH:38][CH:37]=1. The catalyst is O1CCCC1.C1(P(C2C=CC=CC=2)C2C=CC3C(=CC=CC=3)C=2C2C3C(=CC=CC=3)C=CC=2P(C2C=CC=CC=2)C2C=CC=CC=2)C=CC=CC=1. The product is [CH2:35]([N:34]([CH3:33])[C:8]1[CH:9]=[C:10]([NH:15][C:16]2[CH:21]=[C:20]([N:22]([CH3:24])[CH3:23])[N:19]=[C:18]([N:25]3[CH2:30][C@H:29]([CH3:31])[O:28][C@H:27]([CH3:32])[CH2:26]3)[N:17]=2)[CH:11]=[CH:12][C:13]=1[CH3:14])[C:36]1[CH:41]=[CH:40][CH:39]=[CH:38][CH:37]=1. The yield is 0.360.